Task: Predict the product of the given reaction.. Dataset: Forward reaction prediction with 1.9M reactions from USPTO patents (1976-2016) (1) Given the reactants [O:1]=C1C2(CCNC2=O)C2C(=CC=CC=2)[N:3]1C1CCN(C(OC(C)(C)C)=O)CC1.Cl.[NH:30]1[CH2:35][CH2:34][CH:33]([N:36]2[C:49]3[C:44](=[CH:45][CH:46]=[CH:47][CH:48]=3)[C:38]3([CH2:42][CH2:41][NH:40][C:39]3=[O:43])[C:37]2=[O:50])[CH2:32][CH2:31]1, predict the reaction product. The product is: [OH-:1].[NH4+:3].[NH:30]1[CH2:31][CH2:32][CH:33]([N:36]2[C:49]3[C:44](=[CH:45][CH:46]=[CH:47][CH:48]=3)[C:38]3([CH2:42][CH2:41][NH:40][C:39]3=[O:43])[C:37]2=[O:50])[CH2:34][CH2:35]1. (2) Given the reactants S1[CH2:6][CH2:5][C:4](=[O:7])[CH2:3][CH2:2]1.C(N(CC([O-])=O)CC(O)=O)CN(CC([O-])=O)CC(O)=O.[Na+].[Na+].[S:30]([O-:35])(O[O-])(=O)=[O:31].[K+].[K+].C([O-])(O)=O.[Na+], predict the reaction product. The product is: [O:31]=[S:30]1(=[O:35])[CH2:6][CH2:5][C:4](=[O:7])[CH2:3][CH2:2]1. (3) The product is: [CH3:41][C:35]1([O:4][CH2:3][CH:2]([CH3:1])[CH2:9][O:10][C:11]2[CH:16]=[CH:15][C:14]([C:17]([F:20])([F:19])[F:18])=[CH:13][C:12]=2[O:21][C:22]2[CH:27]=[CH:26][CH:25]=[CH:24][CH:23]=2)[CH:36]=[CH:37][CH:38]=[CH:39][CH:34]1[O:33][CH2:31][C:30]([OH:42])=[O:29]. Given the reactants [CH3:1][CH:2]([CH2:9][O:10][C:11]1[CH:16]=[CH:15][C:14]([C:17]([F:20])([F:19])[F:18])=[CH:13][C:12]=1[O:21][C:22]1[CH:27]=[CH:26][CH:25]=[CH:24][CH:23]=1)[CH2:3][O:4]S(C)(=O)=O.C[O:29][C:30](=[O:42])[CH:31]([O:33][C:34]1[CH:39]=[CH:38][C:37](O)=[CH:36][C:35]=1[CH3:41])C, predict the reaction product. (4) Given the reactants [OH:1][CH2:2][C:3]1[CH:8]=[CH:7][C:6]([N:9]([C:20]2[CH:25]=[CH:24][C:23]([CH2:26][OH:27])=[CH:22][CH:21]=2)[C:10]2[CH:15]=[CH:14][C:13]([CH2:16][OH:17])=[C:12]([O:18][CH3:19])[CH:11]=2)=[CH:5][CH:4]=1, predict the reaction product. The product is: [CH:2]([C:3]1[CH:8]=[CH:7][C:6]([N:9]([C:20]2[CH:21]=[CH:22][C:23]([CH:26]=[O:27])=[CH:24][CH:25]=2)[C:10]2[CH:15]=[CH:14][C:13]([CH:16]=[O:17])=[C:12]([O:18][CH3:19])[CH:11]=2)=[CH:5][CH:4]=1)=[O:1]. (5) Given the reactants [F:1][C:2]1[CH:7]=[C:6]([N+:8]([O-])=O)[CH:5]=[C:4](I)[CH:3]=1.C([O-])(=O)C.[Na+].[C:17]([O:21][CH3:22])(=[O:20])[CH:18]=[CH2:19].C(O)(=O)C, predict the reaction product. The product is: [NH2:8][C:6]1[CH:5]=[C:4](/[CH:19]=[CH:18]/[C:17]([O:21][CH3:22])=[O:20])[CH:3]=[C:2]([F:1])[CH:7]=1. (6) The product is: [Br:21][C:16]1[CH:17]=[CH:18][CH:19]=[CH:20][C:15]=1[CH2:14][O:13][C:7]1[CH:6]=[C:5]([CH:12]=[CH:11][C:8]=1[CH:9]=[O:10])[O:4][CH2:3][CH2:2][NH:1][C:29](=[O:36])[C:30]1[CH:35]=[CH:34][CH:33]=[CH:32][CH:31]=1. Given the reactants [NH2:1][CH2:2][CH2:3][O:4][C:5]1[CH:12]=[CH:11][C:8]([CH:9]=[O:10])=[C:7]([O:13][CH2:14][C:15]2[CH:20]=[CH:19][CH:18]=[CH:17][C:16]=2[Br:21])[CH:6]=1.CCN(CC)CC.[C:29](Cl)(=[O:36])[C:30]1[CH:35]=[CH:34][CH:33]=[CH:32][CH:31]=1, predict the reaction product. (7) Given the reactants CC(C)=O.OS(O)(=O)=O.O=[Cr](=O)=O.[Br:14][C:15]1[CH:16]=[CH:17][C:18]([N+:24]([O-:26])=[O:25])=[C:19]([CH:21]([OH:23])[CH3:22])[CH:20]=1, predict the reaction product. The product is: [Br:14][C:15]1[CH:16]=[CH:17][C:18]([N+:24]([O-:26])=[O:25])=[C:19]([C:21](=[O:23])[CH3:22])[CH:20]=1.